From a dataset of Forward reaction prediction with 1.9M reactions from USPTO patents (1976-2016). Predict the product of the given reaction. (1) The product is: [CH3:19][N:20]([CH3:22])[CH:21]=[C:8]([C:9]1[CH:14]=[CH:13][N:12]=[C:11]([CH3:15])[CH:10]=1)[C:7]([C:6]1[CH:5]=[CH:4][O:3][C:2]=1[CH3:1])=[O:16]. Given the reactants [CH3:1][C:2]1[O:3][CH:4]=[CH:5][C:6]=1[C:7](=[O:16])[CH2:8][C:9]1[CH:14]=[CH:13][N:12]=[C:11]([CH3:15])[CH:10]=1.CO[CH:19](OC)[N:20]([CH3:22])[CH3:21], predict the reaction product. (2) Given the reactants [CH3:1][O:2][C:3](=[O:19])[CH:4]([O:16][CH2:17][CH3:18])[CH2:5][C:6]1[C:11]2[S:12][CH:13]=[CH:14][C:10]=2[C:9]([OH:15])=[CH:8][CH:7]=1.[CH:20]([O:23][C:24]1[CH:29]=[CH:28][C:27]([C:30]2[O:31][C:32]([CH3:38])=[C:33]([CH2:35][CH2:36]O)[N:34]=2)=[CH:26][CH:25]=1)([CH3:22])[CH3:21].C1(P(C2C=CC=CC=2)C2C=CC=CC=2)C=CC=CC=1.N(C(OCC)=O)=NC(OCC)=O, predict the reaction product. The product is: [CH3:1][O:2][C:3](=[O:19])[CH:4]([O:16][CH2:17][CH3:18])[CH2:5][C:6]1[C:11]2[S:12][CH:13]=[CH:14][C:10]=2[C:9]([O:15][CH2:36][CH2:35][C:33]2[N:34]=[C:30]([C:27]3[CH:28]=[CH:29][C:24]([O:23][CH:20]([CH3:21])[CH3:22])=[CH:25][CH:26]=3)[O:31][C:32]=2[CH3:38])=[CH:8][CH:7]=1. (3) Given the reactants [OH:1][CH2:2][C@H:3]1[O:7][C:6](=[O:8])[NH:5][CH2:4]1.N1C=CN=C1.[C:14]([Si:18](Cl)([C:25]1[CH:30]=[CH:29][CH:28]=[CH:27][CH:26]=1)[C:19]1[CH:24]=[CH:23][CH:22]=[CH:21][CH:20]=1)([CH3:17])([CH3:16])[CH3:15].Cl, predict the reaction product. The product is: [Si:18]([O:1][CH2:2][C@H:3]1[O:7][C:6](=[O:8])[NH:5][CH2:4]1)([C:14]([CH3:17])([CH3:16])[CH3:15])([C:25]1[CH:26]=[CH:27][CH:28]=[CH:29][CH:30]=1)[C:19]1[CH:24]=[CH:23][CH:22]=[CH:21][CH:20]=1. (4) Given the reactants [NH2:1][C:2]1[NH:6][N:5]=[C:4]([CH3:7])[C:3]=1[C:8]1[S:9][C:10]2[CH:16]=[C:15]([S:17](Cl)(=[O:19])=[O:18])[CH:14]=[CH:13][C:11]=2[N:12]=1.[N:21]1[CH:25]=[C:24]([CH2:26][CH2:27][NH2:28])[NH:23][CH:22]=1.CN1CCOCC1, predict the reaction product. The product is: [N:21]1[CH:25]=[C:24]([CH2:26][CH2:27][NH:28][S:17]([C:15]2[CH:14]=[CH:13][C:11]3[N:12]=[C:8]([C:3]4[C:4]([CH3:7])=[N:5][NH:6][C:2]=4[NH2:1])[S:9][C:10]=3[CH:16]=2)(=[O:19])=[O:18])[NH:23][CH:22]=1. (5) Given the reactants [NH2:1][C:2]1[CH:10]=[CH:9][C:8]([CH3:11])=[CH:7][C:3]=1[C:4]([OH:6])=[O:5].[CH3:12][C:13]([CH3:15])=O.C(O[BH-](OC(=O)C)OC(=O)C)(=O)C.[Na+], predict the reaction product. The product is: [CH:13]([NH:1][C:2]1[CH:10]=[CH:9][C:8]([CH3:11])=[CH:7][C:3]=1[C:4]([OH:6])=[O:5])([CH3:15])[CH3:12].